From a dataset of Catalyst prediction with 721,799 reactions and 888 catalyst types from USPTO. Predict which catalyst facilitates the given reaction. (1) Reactant: [Br:1][C:2]1[CH:18]=[CH:17][C:5]([CH:6]=[C:7]2[C:12](=[O:13])OC(C)(C)OC2=O)=[CH:4][CH:3]=1.[CH2:19]([N:21]1[C:25]([NH2:26])=[CH:24][C:23]([C:27]2[CH:32]=[CH:31][CH:30]=[CH:29][N:28]=2)=[N:22]1)[CH3:20].[CH3:33]N(C=O)C. Product: [Br:1][C:2]1[CH:3]=[CH:4][C:5]([CH:6]2[CH2:7][C:12](=[O:13])[NH:26][C:25]3[N:21]([CH2:19][CH3:20])[N:22]=[C:23]([C:27]4[CH:32]=[CH:31][CH:30]=[CH:29][N:28]=4)[C:24]2=3)=[C:17]([CH3:33])[CH:18]=1. The catalyst class is: 6. (2) Reactant: [NH2:1][C:2]1[O:6][N:5]=[C:4]([C:7]2[CH:12]=[CH:11][C:10]([O:13][C:14]([F:17])([F:16])[F:15])=[CH:9][CH:8]=2)[C:3]=1[C:18]([OH:20])=O.Cl.C(N=C=NCCCN(C)C)C.[CH3:33][O:34][C:35]1[CH:36]=[C:37]([N:41]2[CH2:46][CH2:45][NH:44][CH2:43][CH2:42]2)[CH:38]=[CH:39][CH:40]=1. Product: [NH2:1][C:2]1[O:6][N:5]=[C:4]([C:7]2[CH:12]=[CH:11][C:10]([O:13][C:14]([F:17])([F:15])[F:16])=[CH:9][CH:8]=2)[C:3]=1[C:18]([N:44]1[CH2:43][CH2:42][N:41]([C:37]2[CH:38]=[CH:39][CH:40]=[C:35]([O:34][CH3:33])[CH:36]=2)[CH2:46][CH2:45]1)=[O:20]. The catalyst class is: 4. (3) Reactant: Cl[C:2]1[C:11]2[C:6](=[CH:7][C:8]([S:12]([NH:15][C:16]3[CH:21]=[CH:20][N:19]=[CH:18][N:17]=3)(=[O:14])=[O:13])=[CH:9][CH:10]=2)[CH:5]=[CH:4][N:3]=1.[F:22][C:23]1[N:28]=[C:27]([O:29][CH3:30])[C:26](B(O)O)=[CH:25][CH:24]=1.C([O-])([O-])=O.[K+].[K+].O1CCOCC1. Product: [F:22][C:23]1[N:28]=[C:27]([O:29][CH3:30])[C:26]([C:2]2[C:11]3[C:6](=[CH:7][C:8]([S:12]([NH:15][C:16]4[CH:21]=[CH:20][N:19]=[CH:18][N:17]=4)(=[O:14])=[O:13])=[CH:9][CH:10]=3)[CH:5]=[CH:4][N:3]=2)=[CH:25][CH:24]=1. The catalyst class is: 103. (4) Reactant: [C:1]([C:5]1[CH:20]=[CH:19][CH:18]=[CH:17][C:6]=1[O:7][C:8]1[CH:13]=[CH:12][N:11]=[CH:10][C:9]=1[N+:14]([O-])=O)([CH3:4])([CH3:3])[CH3:2]. Product: [C:1]([C:5]1[CH:20]=[CH:19][CH:18]=[CH:17][C:6]=1[O:7][C:8]1[CH:13]=[CH:12][N:11]=[CH:10][C:9]=1[NH2:14])([CH3:4])([CH3:2])[CH3:3]. The catalyst class is: 381.